Dataset: Catalyst prediction with 721,799 reactions and 888 catalyst types from USPTO. Task: Predict which catalyst facilitates the given reaction. (1) Reactant: O[C:2]1[CH2:11][CH2:10][C:5]2([O:9][CH2:8][CH2:7][O:6]2)[CH2:4][C:3]=1[C:12]([O:14][CH2:15][CH3:16])=[O:13].[C:17]1([C@H:23]([NH2:25])[CH3:24])[CH:22]=[CH:21][CH:20]=[CH:19][CH:18]=1. Product: [C:17]1([C@H:23]([NH:25][C:2]2[CH2:11][CH2:10][C:5]3([O:9][CH2:8][CH2:7][O:6]3)[CH2:4][C:3]=2[C:12]([O:14][CH2:15][CH3:16])=[O:13])[CH3:24])[CH:22]=[CH:21][CH:20]=[CH:19][CH:18]=1. The catalyst class is: 743. (2) Reactant: [NH:1]1[CH2:9][CH2:8][CH2:7][CH:3]([C:4]([OH:6])=[O:5])[CH2:2]1.[OH-].[Na+].[CH2:12]([O:19][C:20](Cl)=[O:21])[C:13]1[CH:18]=[CH:17][CH:16]=[CH:15][CH:14]=1. Product: [CH2:12]([O:19][C:20]([N:1]1[CH2:9][CH2:8][CH2:7][CH:3]([C:4]([OH:6])=[O:5])[CH2:2]1)=[O:21])[C:13]1[CH:18]=[CH:17][CH:16]=[CH:15][CH:14]=1. The catalyst class is: 132. (3) Reactant: [CH2:1]([O:3][C:4]([C:6]1[NH:7][C:8]2[C:13]([CH:14]=1)=[CH:12][C:11]([Cl:15])=[CH:10][CH:9]=2)=[O:5])[CH3:2].C(=O)([O-])[O-].[Cs+].[Cs+].Br[CH2:23][CH2:24][CH2:25][C:26]#[N:27]. Product: [Cl:15][C:11]1[CH:12]=[C:13]2[C:8](=[CH:9][CH:10]=1)[N:7]([CH2:23][CH2:24][CH2:25][C:26]#[N:27])[C:6]([C:4]([O:3][CH2:1][CH3:2])=[O:5])=[CH:14]2. The catalyst class is: 10. (4) Reactant: C([O:3][C:4](=O)[C:5]1[CH:10]=[C:9]([N:11]2[CH2:16][CH2:15][CH2:14][CH2:13][CH2:12]2)[CH:8]=[CH:7][C:6]=1[NH:17][C:18](=[O:35])[C:19]1[CH:24]=[CH:23][CH:22]=[C:21]([CH2:25][N:26]([CH2:31][CH:32](O)[CH3:33])[CH2:27][CH:28]([OH:30])[CH3:29])[CH:20]=1)C.[OH2:37].[NH2:38][NH2:39]. Product: [OH:37][CH:32]([CH3:33])[CH2:31][N:26]([CH2:25][C:21]1[CH:20]=[C:19]([CH:24]=[CH:23][CH:22]=1)[C:18]([NH:17][C:6]1[CH:7]=[CH:8][C:9]([N:11]2[CH2:16][CH2:15][CH2:14][CH2:13][CH2:12]2)=[CH:10][C:5]=1[C:4]([NH:38][NH2:39])=[O:3])=[O:35])[CH2:27][CH:28]([OH:30])[CH3:29]. The catalyst class is: 8. (5) Reactant: [F:1][CH:2]([F:26])[C:3]1[S:7][C:6]([C:8]([NH:10][C:11]2[N:15]([CH2:16][C@H:17]3[CH2:21][CH2:20][CH2:19][NH:18]3)[C:14]3[CH:22]=[CH:23][CH:24]=[CH:25][C:13]=3[N:12]=2)=[O:9])=[CH:5][CH:4]=1.CN(C(ON1N=NC2C=CC=NC1=2)=[N+](C)C)C.F[P-](F)(F)(F)(F)F.[C:51]([CH2:53][C:54](O)=[O:55])#[N:52]. Product: [C:51]([CH2:53][C:54]([N:18]1[CH2:19][CH2:20][CH2:21][C@@H:17]1[CH2:16][N:15]1[C:14]2[CH:22]=[CH:23][CH:24]=[CH:25][C:13]=2[N:12]=[C:11]1[NH:10][C:8]([C:6]1[S:7][C:3]([CH:2]([F:1])[F:26])=[CH:4][CH:5]=1)=[O:9])=[O:55])#[N:52]. The catalyst class is: 9. (6) Reactant: [CH2:1]([C:3]1[CH:4]=[C:5]([O:17][C:18]2[CH:19]=[N:20][C:21]([S:24]([CH3:27])(=[O:26])=[O:25])=[CH:22][CH:23]=2)[CH:6]=[C:7]2[C:11]=1[NH:10][C:9]([C:12]([O:14]CC)=[O:13])=[CH:8]2)[CH3:2].CO.[OH-].[K+]. The catalyst class is: 7. Product: [CH2:1]([C:3]1[CH:4]=[C:5]([O:17][C:18]2[CH:19]=[N:20][C:21]([S:24]([CH3:27])(=[O:26])=[O:25])=[CH:22][CH:23]=2)[CH:6]=[C:7]2[C:11]=1[NH:10][C:9]([C:12]([OH:14])=[O:13])=[CH:8]2)[CH3:2].